This data is from Peptide-MHC class II binding affinity with 134,281 pairs from IEDB. The task is: Regression. Given a peptide amino acid sequence and an MHC pseudo amino acid sequence, predict their binding affinity value. This is MHC class II binding data. (1) The peptide sequence is PRLLYAKSSPAYPSV. The MHC is DRB1_0802 with pseudo-sequence DRB1_0802. The binding affinity (normalized) is 0.741. (2) The peptide sequence is ARRRLRTLVLAPTRV. The MHC is HLA-DQA10501-DQB10303 with pseudo-sequence HLA-DQA10501-DQB10303. The binding affinity (normalized) is 0.599.